From a dataset of Full USPTO retrosynthesis dataset with 1.9M reactions from patents (1976-2016). Predict the reactants needed to synthesize the given product. (1) Given the product [CH2:1]([O:3][C:4](=[O:25])[CH2:5][N:6]([C:7]1[CH:12]=[C:11]([C:13]2[N:17]=[C:16]([C:18]3[S:19][CH:20]=[CH:21][C:22]=3[Cl:23])[O:15][N:14]=2)[CH:10]=[CH:9][C:8]=1[Cl:24])[CH3:28])[CH3:2], predict the reactants needed to synthesize it. The reactants are: [CH2:1]([O:3][C:4](=[O:25])[CH2:5][NH:6][C:7]1[CH:12]=[C:11]([C:13]2[N:17]=[C:16]([C:18]3[S:19][CH:20]=[CH:21][C:22]=3[Cl:23])[O:15][N:14]=2)[CH:10]=[CH:9][C:8]=1[Cl:24])[CH3:2].C=O.[C:28]([BH3-])#N.[Na+].[OH-].[Na+]. (2) Given the product [NH2:11][C:12]1[C:13]([C:25]([NH:27][C:28]2[CH:29]=[N:30][CH:31]=[CH:32][C:33]=2[N:34]2[CH2:39][CH2:38][CH2:37][C@H:36]([NH2:40])[CH2:35]2)=[O:26])=[N:14][C:15]2[C:20]([CH:21]=1)=[CH:19][CH:18]=[C:17]([CH2:22][C:23]#[N:24])[CH:16]=2, predict the reactants needed to synthesize it. The reactants are: C(OC([NH:11][C:12]1[C:13]([C:25]([NH:27][C:28]2[CH:29]=[N:30][CH:31]=[CH:32][C:33]=2[N:34]2[CH2:39][CH2:38][CH2:37][C@H:36]([NH:40]C(=O)OCC3C=CC=CC=3)[CH2:35]2)=[O:26])=[N:14][C:15]2[C:20]([CH:21]=1)=[CH:19][CH:18]=[C:17]([CH2:22][C:23]#[N:24])[CH:16]=2)=O)C1C=CC=CC=1. (3) Given the product [C:13]([O:12][C:11]([N:10]([CH2:9][C:7]1[N:6]([CH2:28][C:29]([O:31][CH2:32][CH3:33])=[O:30])[C:5]2[CH:19]=[C:20]([Cl:21])[C:2]([Cl:1])=[CH:3][C:4]=2[N:8]=1)[CH3:18])=[O:17])([CH3:16])([CH3:14])[CH3:15], predict the reactants needed to synthesize it. The reactants are: [Cl:1][C:2]1[C:20]([Cl:21])=[CH:19][C:5]2[NH:6][C:7]([CH2:9][N:10]([CH3:18])[C:11](=[O:17])[O:12][C:13]([CH3:16])([CH3:15])[CH3:14])=[N:8][C:4]=2[CH:3]=1.CN(C=O)C.Br[CH2:28][C:29]([O:31][CH2:32][CH3:33])=[O:30].C([O-])([O-])=O.[K+].[K+]. (4) Given the product [CH2:1]([O:8][C@@H:9]1[C@H:13]([O:14][CH2:15][C:16]2[CH:21]=[CH:20][CH:19]=[CH:18][CH:17]=2)[C@@H:12]([CH2:22][O:23][CH2:24][C:25]2[CH:30]=[CH:29][CH:28]=[CH:27][CH:26]=2)[O:11][C@H:10]1[C:31]1[N:39]2[C:34]([C:35]([NH2:42])=[N:36][CH:37]=[N:38]2)=[CH:33][CH:32]=1)[C:2]1[CH:7]=[CH:6][CH:5]=[CH:4][CH:3]=1, predict the reactants needed to synthesize it. The reactants are: [CH2:1]([O:8][C@@H:9]1[C@H:13]([O:14][CH2:15][C:16]2[CH:21]=[CH:20][CH:19]=[CH:18][CH:17]=2)[C@@H:12]([CH2:22][O:23][CH2:24][C:25]2[CH:30]=[CH:29][CH:28]=[CH:27][CH:26]=2)[O:11][C@H:10]1[C:31]1[N:39]2[C:34]([C:35](SC)=[N:36][CH:37]=[N:38]2)=[CH:33][CH:32]=1)[C:2]1[CH:7]=[CH:6][CH:5]=[CH:4][CH:3]=1.[NH3:42]. (5) Given the product [CH2:24]([O:26][C:27]1[C:32]([C:2]2[CH:3]=[CH:4][C:5]3[O:14][CH2:13][CH2:12][C:11]4[S:10][C:9]([C:15]5[N:16]([CH:20]([CH3:22])[CH3:21])[N:17]=[CH:18][N:19]=5)=[N:8][C:7]=4[C:6]=3[CH:23]=2)=[CH:31][CH:30]=[CH:29][N:28]=1)[CH3:25], predict the reactants needed to synthesize it. The reactants are: Br[C:2]1[CH:3]=[CH:4][C:5]2[O:14][CH2:13][CH2:12][C:11]3[S:10][C:9]([C:15]4[N:16]([CH:20]([CH3:22])[CH3:21])[N:17]=[CH:18][N:19]=4)=[N:8][C:7]=3[C:6]=2[CH:23]=1.[CH2:24]([O:26][C:27]1[C:32](B(O)O)=[CH:31][CH:30]=[CH:29][N:28]=1)[CH3:25].